Dataset: Catalyst prediction with 721,799 reactions and 888 catalyst types from USPTO. Task: Predict which catalyst facilitates the given reaction. (1) Reactant: [CH3:1][N+:2]1[C:6]([S-:7])=[N:5][N:4]([CH:8]([CH3:11])[CH2:9][CH3:10])[N:3]=1.S(=O)(=O)(O)O.[OH-].[Na+].C(=O)(O)[O-].[Na+].[F:24][B-:25]([F:28])([F:27])[F:26].[Na+]. Product: [F:24][B-:25]([F:28])([F:27])[F:26].[CH3:1][N+:2]1[C:6]([S:7][CH:8]([CH3:11])[CH2:9][CH3:10])=[N:5][N:4]([CH:8]([CH3:11])[CH2:9][CH3:10])[N:3]=1. The catalyst class is: 6. (2) Reactant: [CH3:1][N:2]1[CH:6]=[C:5]([C:7]2[CH:8]=[CH:9][C:10]3[N:11]([CH:13]=[CH:14][N:15]=3)[N:12]=2)[CH:4]=[N:3]1.[Br:16]N1C(=O)CCC1=O.CCOC(C)=O. Product: [Br:16][C:13]1[N:11]2[N:12]=[C:7]([C:5]3[CH:4]=[N:3][N:2]([CH3:1])[CH:6]=3)[CH:8]=[CH:9][C:10]2=[N:15][CH:14]=1. The catalyst class is: 3. (3) Reactant: Cl.[NH2:2][OH:3].[OH-].[Na+].O.[CH3:7][C:8]1[C:12]([C:13]2[N:17]([C:18]3[CH:23]=[CH:22][C:21]([OH:24])=[CH:20][CH:19]=3)[N:16]=[C:15]([CH2:25][CH2:26][CH3:27])[C:14]=2[C:28]#[N:29])=[C:11]([CH3:30])[O:10][N:9]=1. Product: [CH3:7][C:8]1[C:12]([C:13]2[N:17]([C:18]3[CH:19]=[CH:20][C:21]([OH:24])=[CH:22][CH:23]=3)[N:16]=[C:15]([CH2:25][CH2:26][CH3:27])[C:14]=2[C:28](=[N:2][OH:3])[NH2:29])=[C:11]([CH3:30])[O:10][N:9]=1. The catalyst class is: 16. (4) Reactant: BrCS[C:4]1[CH:5]=[CH:6][CH:7]=[CH:8][CH:9]=1.[Cl-].[Al+3].[Cl-].[Cl-].[C:14](Cl)(=[O:21])[C:15]1[CH:20]=[CH:19][CH:18]=[CH:17][CH:16]=1. Product: [C:14]([C:15]1[CH:20]=[CH:19][CH:18]=[CH:17][CH:16]=1)(=[O:21])[C:4]1[CH:5]=[CH:6][CH:7]=[CH:8][CH:9]=1. The catalyst class is: 4. (5) Reactant: [OH:1][CH2:2][CH:3]([CH3:37])[O:4][C:5]1[CH:10]=[CH:9][C:8]([N:11]2[C:16](=[O:17])[C:15]([CH2:18][C:19]3[CH:24]=[CH:23][C:22]([C:25]4[C:26]([C:31]#[N:32])=[CH:27][CH:28]=[CH:29][CH:30]=4)=[CH:21][CH:20]=3)=[C:14]([CH2:33][CH2:34][CH3:35])[N:13]=[C:12]2[CH3:36])=[CH:7][CH:6]=1.[H-].[Na+].CI.[C:42](OCC)(=O)C. Product: [CH3:42][O:1][CH2:2][CH:3]([CH3:37])[O:4][C:5]1[CH:10]=[CH:9][C:8]([N:11]2[C:16](=[O:17])[C:15]([CH2:18][C:19]3[CH:24]=[CH:23][C:22]([C:25]4[C:26]([C:31]#[N:32])=[CH:27][CH:28]=[CH:29][CH:30]=4)=[CH:21][CH:20]=3)=[C:14]([CH2:33][CH2:34][CH3:35])[N:13]=[C:12]2[CH3:36])=[CH:7][CH:6]=1. The catalyst class is: 35. (6) Reactant: C[O:2][C:3](=[O:19])[CH:4]([C:9]1[CH:14]=[CH:13][C:12]([Br:15])=[CH:11][C:10]=1[N+:16]([O-:18])=[O:17])C(OC)=O.Cl. Product: [Br:15][C:12]1[CH:13]=[CH:14][C:9]([CH2:4][C:3]([OH:19])=[O:2])=[C:10]([N+:16]([O-:18])=[O:17])[CH:11]=1. The catalyst class is: 15. (7) Reactant: [N:1]1[C:10]2[C:5](=[CH:6][CH:7]=[CH:8][CH:9]=2)[N:4]=[CH:3][C:2]=1/[CH:11]=[C:12]1/[CH:13]([NH:17][C:18](=[O:24])[O:19][C:20]([CH3:23])([CH3:22])[CH3:21])[CH2:14][CH2:15][CH2:16]/1.[OH-].[Na+]. Product: [N:1]1[C:10]2[C:5](=[CH:6][CH:7]=[CH:8][CH:9]=2)[N:4]=[CH:3][C:2]=1[CH2:11][CH:12]1[CH2:16][CH2:15][CH2:14][CH:13]1[NH:17][C:18](=[O:24])[O:19][C:20]([CH3:22])([CH3:21])[CH3:23]. The catalyst class is: 19. (8) Reactant: Br[C:2]1[CH:10]=[CH:9][C:5]([C:6]([OH:8])=[O:7])=[C:4]([N+:11]([O-:13])=[O:12])[CH:3]=1.C([O-])(O)=O.[Na+]. Product: [N+:11]([C:4]1[CH:3]=[CH:2][CH:10]=[CH:9][C:5]=1[C:6]([OH:8])=[O:7])([O-:13])=[O:12]. The catalyst class is: 43. (9) Reactant: [C:1]([N:4]1[C:13]2[C:8](=[CH:9][C:10]([C:14]3[O:15][CH:16]=[C:17]([CH:19]=O)[CH:18]=3)=[CH:11][CH:12]=2)[C@H:7]([NH:21][C:22](=[O:27])[O:23][CH:24]([CH3:26])[CH3:25])[CH2:6][C@@H:5]1[CH3:28])(=[O:3])[CH3:2].[NH:29]1[CH2:34][CH2:33][CH2:32][CH2:31][CH2:30]1.C(O)(=O)C.C(O[BH-](OC(=O)C)OC(=O)C)(=O)C.[Na+]. Product: [C:1]([N:4]1[C:13]2[C:8](=[CH:9][C:10]([C:14]3[O:15][CH:16]=[C:17]([CH2:19][N:29]4[CH2:34][CH2:33][CH2:32][CH2:31][CH2:30]4)[CH:18]=3)=[CH:11][CH:12]=2)[C@H:7]([NH:21][C:22](=[O:27])[O:23][CH:24]([CH3:26])[CH3:25])[CH2:6][C@@H:5]1[CH3:28])(=[O:3])[CH3:2]. The catalyst class is: 4.